This data is from Blood-brain barrier penetration binary classification data from Martins et al.. The task is: Regression/Classification. Given a drug SMILES string, predict its absorption, distribution, metabolism, or excretion properties. Task type varies by dataset: regression for continuous measurements (e.g., permeability, clearance, half-life) or binary classification for categorical outcomes (e.g., BBB penetration, CYP inhibition). Dataset: bbb_martins. (1) The drug is COc1cc2c3c(c1O)C1(C=CC(=O)C=C1)CC3N(C)CC2. The result is 1 (penetrates BBB). (2) The result is 1 (penetrates BBB). The drug is CN1[C@H]2CC[C@@H]1CC(NC(=O)N1CC(C)(C)c3ccccc31)C2.